From a dataset of Full USPTO retrosynthesis dataset with 1.9M reactions from patents (1976-2016). Predict the reactants needed to synthesize the given product. (1) Given the product [CH2:10]([N:13]1[C:17]([NH:18][C:7]([CH:1]2[CH2:2][CH2:3][CH2:4][CH2:5][CH2:6]2)=[O:9])=[N:16][N:15]=[N:14]1)[CH2:11][CH3:12], predict the reactants needed to synthesize it. The reactants are: [CH:1]1([C:7]([OH:9])=O)[CH2:6][CH2:5][CH2:4][CH2:3][CH2:2]1.[CH2:10]([N:13]1[C:17]([NH2:18])=[N:16][N:15]=[N:14]1)[CH2:11][CH3:12]. (2) Given the product [CH3:32][N:33]([CH3:34])[CH2:2][C:3]([C:5]1[C:13]2[C:8](=[N:9][CH:10]=[C:11]([NH:14][C:15](=[O:31])[C:16]3[C:21]([F:22])=[CH:20][CH:19]=[C:18]([NH:23][S:24]([CH2:27][CH2:28][CH3:29])(=[O:26])=[O:25])[C:17]=3[F:30])[CH:12]=2)[NH:7][CH:6]=1)=[O:4], predict the reactants needed to synthesize it. The reactants are: Cl[CH2:2][C:3]([C:5]1[C:13]2[C:8](=[N:9][CH:10]=[C:11]([NH:14][C:15](=[O:31])[C:16]3[C:21]([F:22])=[CH:20][CH:19]=[C:18]([NH:23][S:24]([CH2:27][CH2:28][CH3:29])(=[O:26])=[O:25])[C:17]=3[F:30])[CH:12]=2)[NH:7][CH:6]=1)=[O:4].[CH3:32][NH:33][CH3:34].CO.